From a dataset of Forward reaction prediction with 1.9M reactions from USPTO patents (1976-2016). Predict the product of the given reaction. (1) Given the reactants [Cl:1][C:2]1[CH:7]=[CH:6][N:5]=[C:4]([NH:8][C:9](=[O:15])[O:10][C:11]([CH3:14])([CH3:13])[CH3:12])[CH:3]=1.CN(C)CCN(C)C.[Li]CCCC.[I:29]I.[NH4+].[Cl-], predict the reaction product. The product is: [Cl:1][C:2]1[CH:7]=[CH:6][N:5]=[C:4]([NH:8][C:9](=[O:15])[O:10][C:11]([CH3:12])([CH3:14])[CH3:13])[C:3]=1[I:29]. (2) Given the reactants [C:1]([O:5][C:6]([N:8]1[C:12]2[CH:13]=[CH:14][CH:15]=[CH:16][C:11]=2[N:10]=[C:9]1[CH2:17][CH2:18][CH2:19][OH:20])=[O:7])([CH3:4])([CH3:3])[CH3:2].CC(OI1(OC(C)=O)(OC(C)=O)OC(=O)C2C=CC=CC1=2)=O, predict the reaction product. The product is: [C:1]([O:5][C:6]([N:8]1[C:12]2[CH:13]=[CH:14][CH:15]=[CH:16][C:11]=2[N:10]=[C:9]1[CH2:17][CH2:18][CH:19]=[O:20])=[O:7])([CH3:4])([CH3:3])[CH3:2]. (3) The product is: [O:4]=[C:3]([CH3:5])[CH2:2][C:1]([O:7][CH2:8][CH2:15][C:14]#[CH:13])=[O:6]. Given the reactants [C:1]([O:7][CH3:8])(=[O:6])[CH2:2][C:3]([CH3:5])=[O:4].B(O)(O)O.[CH2:13](O)[CH2:14][C:15]#C.C(OC)(=O)CC(C)=O.C1(C)C=CC=CC=1, predict the reaction product.